From a dataset of Peptide-MHC class I binding affinity with 185,985 pairs from IEDB/IMGT. Regression. Given a peptide amino acid sequence and an MHC pseudo amino acid sequence, predict their binding affinity value. This is MHC class I binding data. (1) The peptide sequence is NGQFIHFYR. The MHC is HLA-A31:01 with pseudo-sequence HLA-A31:01. The binding affinity (normalized) is 0.880. (2) The peptide sequence is IFLKPDETF. The MHC is HLA-A02:01 with pseudo-sequence HLA-A02:01. The binding affinity (normalized) is 0.0847. (3) The binding affinity (normalized) is 0.118. The peptide sequence is DTQQHPIVV. The MHC is HLA-A02:01 with pseudo-sequence HLA-A02:01. (4) The peptide sequence is TLFIDRGSI. The MHC is HLA-A02:01 with pseudo-sequence HLA-A02:01. The binding affinity (normalized) is 0.0962. (5) The peptide sequence is FRQVCHTTV. The MHC is Mamu-B03 with pseudo-sequence Mamu-B03. The binding affinity (normalized) is 0.485. (6) The peptide sequence is LGFLATAGS. The MHC is Mamu-B52 with pseudo-sequence Mamu-B52. The binding affinity (normalized) is 0.429. (7) The peptide sequence is IEVLGKRIKGT. The MHC is Mamu-A11 with pseudo-sequence Mamu-A11. The binding affinity (normalized) is 0.0992.